Task: Predict the reaction yield, written as a fraction of the theoretical maximum amount of product (1.0 means a 100% yield; for example, 0.34 means a 34% yield).. Dataset: Reaction yield outcomes from USPTO patents with 853,638 reactions (1) The reactants are [OH:1][C:2]1[CH:10]=[CH:9][C:5]([C:6]([OH:8])=[O:7])=[CH:4][CH:3]=1.[H+].[B-](F)(F)(F)F.CCOCC.[I:22]N1C(=O)CCC1=O. The product is [I:22][C:3]1[CH:4]=[C:5]([CH:9]=[CH:10][C:2]=1[OH:1])[C:6]([OH:8])=[O:7]. The yield is 0.570. The catalyst is C(#N)C. (2) The reactants are [Br:1][C:2]1[CH:7]=[CH:6][C:5]([S:8](Cl)(=[O:10])=[O:9])=[CH:4][CH:3]=1.[CH3:12][C:13]1[CH:17]=[C:16]([NH2:18])[O:15][N:14]=1. The catalyst is N1C=CC=CC=1. The product is [CH3:12][C:13]1[CH:17]=[C:16]([NH:18][S:8]([C:5]2[CH:6]=[CH:7][C:2]([Br:1])=[CH:3][CH:4]=2)(=[O:10])=[O:9])[O:15][N:14]=1. The yield is 0.720. (3) The catalyst is C(O)C. The product is [NH2:36][N:37]1[C:30](=[O:32])[C:25]2[CH2:26][CH2:27][CH2:28][CH2:29][C:24]=2[N:23]=[C:21]1[CH2:20][CH2:19][CH2:18][CH2:17][N:14]1[CH2:13][CH2:12][N:11]([C:2]2[CH:3]=[CH:4][C:5]3[C:10](=[CH:9][CH:8]=[CH:7][CH:6]=3)[N:1]=2)[CH2:16][CH2:15]1. The reactants are [N:1]1[C:10]2[C:5](=[CH:6][CH:7]=[CH:8][CH:9]=2)[CH:4]=[CH:3][C:2]=1[N:11]1[CH2:16][CH2:15][N:14]([CH2:17][CH2:18][CH2:19][CH2:20][C:21]([NH:23][C:24]2[CH2:29][CH2:28][CH2:27][CH2:26][C:25]=2[C:30]([O:32]CC)=O)=O)[CH2:13][CH2:12]1.O.[NH2:36][NH2:37]. The yield is 0.510. (4) The reactants are [Cl:1][C:2]1[N:3]=[C:4]([N:11]2[CH2:16][CH2:15][O:14][CH2:13][CH2:12]2)[C:5]2[CH:10]=[CH:9][NH:8][C:6]=2[N:7]=1.[F:17][C:18]([F:22])([F:21])[CH2:19]I.C([O-])([O-])=O.[Cs+].[Cs+]. The catalyst is CN(C=O)C. The product is [Cl:1][C:2]1[N:3]=[C:4]([N:11]2[CH2:16][CH2:15][O:14][CH2:13][CH2:12]2)[C:5]2[CH:10]=[CH:9][N:8]([CH2:19][C:18]([F:22])([F:21])[F:17])[C:6]=2[N:7]=1. The yield is 0.430. (5) The reactants are C([O:5][C:6](=O)[CH2:7][CH2:8][C@@H:9]([CH2:25][NH:26][CH3:27])[CH2:10][C@H:11]1[CH2:15][O:14][C:13]([CH3:17])([CH3:16])[N:12]1[C:18]([O:20][C:21]([CH3:24])([CH3:23])[CH3:22])=[O:19])(C)(C)C.C[O-].[Na+]. The catalyst is CO. The product is [CH3:16][C:13]1([CH3:17])[N:12]([C:18]([O:20][C:21]([CH3:23])([CH3:24])[CH3:22])=[O:19])[C@@H:11]([CH2:10][C@H:9]2[CH2:8][CH2:7][C:6](=[O:5])[N:26]([CH3:27])[CH2:25]2)[CH2:15][O:14]1. The yield is 0.920. (6) The reactants are [NH:1]1[CH:5]=[CH:4][CH:3]=[CH:2]1.[H-].[Na+].[Br:8][C:9]1[CH:13]=[CH:12][S:11][C:10]=1[S:14](Cl)(=[O:16])=[O:15].CCCCCC. The catalyst is O1CCCC1.O. The product is [Br:8][C:9]1[CH:13]=[CH:12][S:11][C:10]=1[S:14]([N:1]1[CH:5]=[CH:4][CH:3]=[CH:2]1)(=[O:16])=[O:15]. The yield is 0.870. (7) The reactants are Cl[C:2]1[CH:3]=[C:4]([F:15])[C:5]([C:8]2[CH:9]=[N:10][C:11]([NH2:14])=[N:12][CH:13]=2)=[N:6][CH:7]=1.[CH3:16][C:17]1([CH3:33])[C:21]([CH3:23])([CH3:22])[O:20][B:19]([B:19]2[O:20][C:21]([CH3:23])([CH3:22])[C:17]([CH3:33])([CH3:16])[O:18]2)[O:18]1.CC([O-])=O.[K+]. The catalyst is O1CCOCC1. The product is [F:15][C:4]1[C:5]([C:8]2[CH:9]=[N:10][C:11]([NH2:14])=[N:12][CH:13]=2)=[N:6][CH:7]=[C:2]([B:19]2[O:20][C:21]([CH3:23])([CH3:22])[C:17]([CH3:33])([CH3:16])[O:18]2)[CH:3]=1. The yield is 0.710. (8) The reactants are CS(O[CH2:6][CH2:7][O:8][CH:9]([CH3:11])[CH3:10])(=O)=O.[O:12]=[C:13]1[C:21]2[C:16](=[CH:17][CH:18]=[CH:19][CH:20]=2)[C:15](=[O:22])[N:14]1[NH:23][C:24](=[O:30])[O:25][C:26]([CH3:29])([CH3:28])[CH3:27].C(=O)([O-])[O-].[K+].[K+]. The catalyst is C(#N)C.[Cl-].C([N+](CC)(CC)CC)C1C=CC=CC=1.C(OCC)(=O)C.O. The product is [O:22]=[C:15]1[C:16]2[C:21](=[CH:20][CH:19]=[CH:18][CH:17]=2)[C:13](=[O:12])[N:14]1[N:23]([CH2:6][CH2:7][O:8][CH:9]([CH3:10])[CH3:11])[C:24](=[O:30])[O:25][C:26]([CH3:28])([CH3:27])[CH3:29]. The yield is 0.830.